The task is: Predict the reactants needed to synthesize the given product.. This data is from Full USPTO retrosynthesis dataset with 1.9M reactions from patents (1976-2016). (1) Given the product [C:31]12([C:32]3[O:5][N:4]=[C:1]([CH3:2])[N:3]=3)[CH2:39][CH:38]1[CH2:37][NH:36][CH2:34]2, predict the reactants needed to synthesize it. The reactants are: [C:1](=[N:4][OH:5])([NH2:3])[CH3:2].C[O-].[Na+].Cl.CCO.CN1C2C(N=C(N)NC=2NCC1CNC1C=[CH:32][C:31]([C:34]([NH:36][CH:37](C(O)=O)[CH2:38][CH2:39]C(O)=O)=O)=CC=1)=O. (2) Given the product [CH2:37]([N:3]([CH2:1][CH3:2])[CH2:4][CH2:5][CH2:6][NH:7][C:8]1[N:9]=[C:10]([C:27]2[CH:28]=[C:29]([CH:33]=[CH:34][C:35]=2[CH3:36])[C:30]([NH:47][C:48]2[CH:49]=[N:54][CH:51]=[CH:52][CH:53]=2)=[O:31])[C:11]2[CH:17]=[CH:16][C:15](=[O:18])[N:14]([C:19]3[C:24]([F:25])=[CH:23][CH:22]=[CH:21][C:20]=3[F:26])[C:12]=2[N:13]=1)[CH3:38], predict the reactants needed to synthesize it. The reactants are: [CH2:1]([N:3]([CH2:37][CH3:38])[CH2:4][CH2:5][CH2:6][NH:7][C:8]1[N:9]=[C:10]([C:27]2[CH:28]=[C:29]([CH:33]=[CH:34][C:35]=2[CH3:36])[C:30](O)=[O:31])[C:11]2[CH:17]=[CH:16][C:15](=[O:18])[N:14]([C:19]3[C:24]([F:25])=[CH:23][CH:22]=[CH:21][C:20]=3[F:26])[C:12]=2[N:13]=1)[CH3:2].CN(C(O[N:47]1N=[N:54][C:49]2C=[CH:51][CH:52]=[CH:53][C:48]1=2)=[N+](C)C)C.F[P-](F)(F)(F)(F)F.C(N(CC)CC)C.NC1C=NC=CC=1. (3) Given the product [Cl:33][C:10]1[CH:11]=[C:12]([C:15]2[CH2:19][C:18]([C:24]3[CH:25]=[C:26]([Cl:32])[C:27]([Cl:31])=[C:28]([Cl:30])[CH:29]=3)([C:20]([F:22])([F:23])[F:21])[O:17][N:16]=2)[CH:13]=[CH:14][C:9]=1[N:7]1[CH2:6][CH:5]([C:3]([OH:4])=[O:2])[CH2:8]1, predict the reactants needed to synthesize it. The reactants are: C[O:2][C:3]([CH:5]1[CH2:8][N:7]([C:9]2[CH:14]=[CH:13][C:12]([C:15]3[CH2:19][C:18]([C:24]4[CH:29]=[C:28]([Cl:30])[C:27]([Cl:31])=[C:26]([Cl:32])[CH:25]=4)([C:20]([F:23])([F:22])[F:21])[O:17][N:16]=3)=[CH:11][C:10]=2[Cl:33])[CH2:6]1)=[O:4].[OH-].[Li+]. (4) Given the product [F:22][C:17]1[CH:16]=[C:15]([C:10]2([O:13][CH3:14])[CH2:11][CH2:12][NH:8][CH2:9]2)[CH:20]=[CH:19][C:18]=1[F:21], predict the reactants needed to synthesize it. The reactants are: C([N:8]1[CH2:12][CH2:11][C:10]([C:15]2[CH:20]=[CH:19][C:18]([F:21])=[C:17]([F:22])[CH:16]=2)([O:13][CH3:14])[CH2:9]1)C1C=CC=CC=1.ClCCCl.ClC(OC(Cl)C)=O. (5) The reactants are: Br[C:2]1[CH:3]=[C:4]([N:8]2[C:21]3[C:16](=[CH:17][CH:18]=[CH:19][CH:20]=3)[C:15]([CH3:23])([CH3:22])[C:14]3[CH:13]=[CH:12][CH:11]=[CH:10][C:9]2=3)[CH:5]=[CH:6][CH:7]=1.[B:33]1([B:33]2[O:37][C:36]([CH3:39])([CH3:38])[C:35]([CH3:41])([CH3:40])[O:34]2)[O:37][C:36]([CH3:39])([CH3:38])[C:35]([CH3:41])([CH3:40])[O:34]1.C([O-])(=O)C.[K+]. Given the product [CH3:22][C:15]1([CH3:23])[C:16]2[CH:17]=[CH:18][CH:19]=[CH:20][C:21]=2[N:8]([C:4]2[CH:5]=[CH:6][CH:7]=[C:2]([B:33]3[O:34][C:35]([CH3:40])([CH3:41])[C:36]([CH3:38])([CH3:39])[O:37]3)[CH:3]=2)[C:9]2[C:14]1=[CH:13][CH:12]=[CH:11][CH:10]=2, predict the reactants needed to synthesize it. (6) The reactants are: [C:1]([O:5][C:6]([N:8]1[CH2:13][CH2:12][CH:11]([CH:14]2[CH2:18][C:17]3[CH:19]=[C:20](Br)[CH:21]=[CH:22][C:16]=3[O:15]2)[CH2:10][CH2:9]1)=[O:7])([CH3:4])([CH3:3])[CH3:2].CC1(C)C(C)(C)OB([C:32]2[O:36][C:35]([Si:37]([CH:44]([CH3:46])[CH3:45])([CH:41]([CH3:43])[CH3:42])[CH:38]([CH3:40])[CH3:39])=[N:34][CH:33]=2)O1. Given the product [C:1]([O:5][C:6]([N:8]1[CH2:13][CH2:12][CH:11]([CH:14]2[CH2:18][C:17]3[CH:19]=[C:20]([C:32]4[O:36][C:35]([Si:37]([CH:41]([CH3:43])[CH3:42])([CH:44]([CH3:46])[CH3:45])[CH:38]([CH3:39])[CH3:40])=[N:34][CH:33]=4)[CH:21]=[CH:22][C:16]=3[O:15]2)[CH2:10][CH2:9]1)=[O:7])([CH3:4])([CH3:3])[CH3:2], predict the reactants needed to synthesize it. (7) Given the product [NH2:1][C:2]1[CH:3]=[CH:4][C:5]([C:8]2[C:12]([C:13]3[CH:18]=[CH:17][N:16]=[C:15]4[NH:19][C:20]([C:22]5[CH:27]=[N:26][C:25]([N:28]6[CH2:29][CH2:30][N:31]([C:34]([O:36][C:37]([CH3:39])([CH3:38])[CH3:40])=[O:35])[CH2:32][CH2:33]6)=[N:24][CH:23]=5)=[CH:21][C:14]=34)=[CH:11][N:10]([CH3:50])[N:9]=2)=[CH:6][CH:7]=1, predict the reactants needed to synthesize it. The reactants are: [NH2:1][C:2]1[CH:7]=[CH:6][C:5]([C:8]2[C:12]([C:13]3[CH:18]=[CH:17][N:16]=[C:15]4[N:19](S(C5C=CC=CC=5)(=O)=O)[C:20]([C:22]5[CH:23]=[N:24][C:25]([N:28]6[CH2:33][CH2:32][N:31]([C:34]([O:36][C:37]([CH3:40])([CH3:39])[CH3:38])=[O:35])[CH2:30][CH2:29]6)=[N:26][CH:27]=5)=[CH:21][C:14]=34)=[CH:11][N:10]([CH3:50])[N:9]=2)=[CH:4][CH:3]=1.[OH-].[Na+].